Dataset: Full USPTO retrosynthesis dataset with 1.9M reactions from patents (1976-2016). Task: Predict the reactants needed to synthesize the given product. (1) Given the product [OH:24][CH2:23][C:18]1([CH2:17][NH:16][C:8]([C:5]2[CH:4]=[C:3]([O:11][CH2:12][CH:13]3[CH2:15][CH2:14]3)[C:2]([Cl:1])=[CH:7][N:6]=2)=[O:10])[CH2:22][CH2:21][CH2:20][CH2:19]1, predict the reactants needed to synthesize it. The reactants are: [Cl:1][C:2]1[C:3]([O:11][CH2:12][CH:13]2[CH2:15][CH2:14]2)=[CH:4][C:5]([C:8]([OH:10])=O)=[N:6][CH:7]=1.[NH2:16][CH2:17][C:18]1([CH2:23][OH:24])[CH2:22][CH2:21][CH2:20][CH2:19]1. (2) The reactants are: [Si]([O:18][C:19]1[CH:55]=[CH:54][C:22]([O:23][CH2:24][C@@H:25]([OH:53])[CH2:26][NH:27][CH2:28][CH2:29][C:30]2[CH:35]=[CH:34][C:33]([NH:36][CH:37]3[CH2:42][CH2:41][N:40]([S:43]([C:46]4[CH:51]=[CH:50][C:49]([CH3:52])=[CH:48][CH:47]=4)(=[O:45])=[O:44])[CH2:39][CH2:38]3)=[CH:32][CH:31]=2)=[CH:21][CH:20]=1)(C(C)(C)C)(C1C=CC=CC=1)C1C=CC=CC=1. Given the product [OH:53][C@@H:25]([CH2:26][NH:27][CH2:28][CH2:29][C:30]1[CH:35]=[CH:34][C:33]([NH:36][CH:37]2[CH2:42][CH2:41][N:40]([S:43]([C:46]3[CH:47]=[CH:48][C:49]([CH3:52])=[CH:50][CH:51]=3)(=[O:45])=[O:44])[CH2:39][CH2:38]2)=[CH:32][CH:31]=1)[CH2:24][O:23][C:22]1[CH:54]=[CH:55][C:19]([OH:18])=[CH:20][CH:21]=1, predict the reactants needed to synthesize it. (3) Given the product [O:25]=[C:2]([NH:46][C:35]1[NH:37][C:32]([C:28]2[CH:42]=[CH:41][N:40]=[CH:43][CH:44]=2)=[N:33][N:34]=1)[C@@H:3]([N:11]([CH2:19][C:20]1[N:21]=[CH:22][S:23][CH:24]=1)[C:12](=[O:18])[O:13][C:14]([CH3:17])([CH3:16])[CH3:15])[CH2:4][C:5]1[CH:10]=[CH:9][CH:8]=[CH:7][CH:6]=1, predict the reactants needed to synthesize it. The reactants are: F[C:2](=[O:25])[C@@H:3]([N:11]([CH2:19][C:20]1[N:21]=[CH:22][S:23][CH:24]=1)[C:12](=[O:18])[O:13][C:14]([CH3:17])([CH3:16])[CH3:15])[CH2:4][C:5]1[CH:10]=[CH:9][CH:8]=[CH:7][CH:6]=1.N1C=CC=[C:28]([C:32]2O[C:35]([NH2:37])=[N:34][N:33]=2)C=1.C([N:40]([CH2:43][CH3:44])[CH2:41][CH3:42])C.C[N:46](C=O)C. (4) The reactants are: Br[C:2]1[CH:3]=[C:4]([N:8]([CH2:15][CH:16]2[CH2:21][CH2:20][CH2:19][CH2:18][CH2:17]2)[C:9](=[O:14])[C:10]([F:13])([F:12])[F:11])[CH:5]=[CH:6][CH:7]=1.[CH2:22]([NH:25][C:26](=[O:32])[O:27][C:28]([CH3:31])([CH3:30])[CH3:29])[C:23]#[CH:24]. Given the product [CH:16]1([CH2:15][N:8]([C:4]2[CH:3]=[C:2]([C:24]#[C:23][CH2:22][NH:25][C:26](=[O:32])[O:27][C:28]([CH3:30])([CH3:29])[CH3:31])[CH:7]=[CH:6][CH:5]=2)[C:9](=[O:14])[C:10]([F:13])([F:12])[F:11])[CH2:21][CH2:20][CH2:19][CH2:18][CH2:17]1, predict the reactants needed to synthesize it. (5) Given the product [CH2:8]1[O:9][C:10]2[CH:11]=[C:12]([OH:18])[CH:13]=[CH:14][C:15]=2[C:16](=[O:17])[CH:7]1[C:6]1[CH:1]=[CH:2][C:3]([OH:19])=[CH:4][CH:5]=1, predict the reactants needed to synthesize it. The reactants are: [CH:1]1[C:6]([C:7]2[C:16](=[O:17])[C:15]3[CH:14]=[CH:13][C:12]([OH:18])=[CH:11][C:10]=3[O:9][CH:8]=2)=[CH:5][CH:4]=[C:3]([OH:19])[CH:2]=1.C([O-])=O.[NH4+].C(Cl)Cl.CCOC(C)=O.CCOCC.CCCCCC. (6) Given the product [C:1]([O:5][C:6]([N:8]1[CH2:13][CH2:12][N:11]([C:14]2[CH:19]=[CH:18][C:17]([C:20](=[O:21])[NH:33][C:24]3[CH:25]=[CH:26][C:27]4[C:32](=[CH:31][CH:30]=[CH:29][CH:28]=4)[CH:23]=3)=[CH:16][CH:15]=2)[CH2:10][CH2:9]1)=[O:7])([CH3:2])([CH3:3])[CH3:4], predict the reactants needed to synthesize it. The reactants are: [C:1]([O:5][C:6]([N:8]1[CH2:13][CH2:12][N:11]([C:14]2[CH:19]=[CH:18][C:17]([C:20](O)=[O:21])=[CH:16][CH:15]=2)[CH2:10][CH2:9]1)=[O:7])([CH3:4])([CH3:3])[CH3:2].[CH:23]1[C:32]2[C:27](=[CH:28][CH:29]=[CH:30][CH:31]=2)[CH:26]=[CH:25][C:24]=1[NH2:33].C(OC(N1CCN(C2C=CC(C(=O)NC3C=CC=C(C(C)(C)C)C=3)=CC=2)CC1)=O)(C)(C)C.